From a dataset of Reaction yield outcomes from USPTO patents with 853,638 reactions. Predict the reaction yield, written as a fraction of the theoretical maximum amount of product (1.0 means a 100% yield; for example, 0.34 means a 34% yield). (1) The yield is 0.950. The product is [CH:43]([C:45]1[CH:53]=[C:52]2[C:48]([CH2:49][CH2:50][C@H:51]2[O:23][C:22]([C@@H:18]2[CH2:19][CH2:20][CH2:21][N:16]([C:14](=[O:15])[C@@H:13]([NH:12][C:10](=[O:11])[C@@H:9]([NH:8][C:6]([O:5][C:1]([CH3:2])([CH3:3])[CH3:4])=[O:7])[CH:40]([CH3:42])[CH3:41])[CH2:25][C:26]3[CH:31]=[CH:30][CH:29]=[C:28]([O:32][Si:33]([C:36]([CH3:39])([CH3:38])[CH3:37])([CH3:34])[CH3:35])[CH:27]=3)[NH:17]2)=[O:24])=[CH:47][CH:46]=1)=[CH2:44]. The catalyst is CN(C)C1C=CN=CC=1.ClCCl. The reactants are [C:1]([O:5][C:6]([NH:8][C@@H:9]([CH:40]([CH3:42])[CH3:41])[C:10]([NH:12][C@@H:13]([CH2:25][C:26]1[CH:31]=[CH:30][CH:29]=[C:28]([O:32][Si:33]([C:36]([CH3:39])([CH3:38])[CH3:37])([CH3:35])[CH3:34])[CH:27]=1)[C:14]([N:16]1[CH2:21][CH2:20][CH2:19][C@@H:18]([C:22]([OH:24])=[O:23])[NH:17]1)=[O:15])=[O:11])=[O:7])([CH3:4])([CH3:3])[CH3:2].[CH:43]([C:45]1[CH:53]=[C:52]2[C:48]([CH2:49][CH2:50][C@H:51]2O)=[CH:47][CH:46]=1)=[CH2:44].C(N=C=NCCCN(C)C)C. (2) The yield is 0.780. The catalyst is O. The product is [CH3:1][C:2]1[C:3]([C:12]([OH:15])=[O:13])=[CH:4][C:5]2[O:10][CH2:9][CH2:8][O:7][C:6]=2[CH:11]=1. The reactants are [CH3:1][C:2]1[C:3]([CH:12]=[O:13])=[CH:4][C:5]2[O:10][CH2:9][CH2:8][O:7][C:6]=2[CH:11]=1.[Mn]([O-])(=O)(=O)=[O:15].[K+].[OH-].[K+]. (3) The product is [F:1][CH:2]([F:13])[O:3][C:4]1[CH:5]=[CH:6][C:7]([CH2:10][CH2:11][O:12][S:22]([CH3:21])(=[O:24])=[O:23])=[CH:8][CH:9]=1. The reactants are [F:1][CH:2]([F:13])[O:3][C:4]1[CH:9]=[CH:8][C:7]([CH2:10][CH2:11][OH:12])=[CH:6][CH:5]=1.C(N(CC)CC)C.[CH3:21][S:22](Cl)(=[O:24])=[O:23]. The yield is 0.950. The catalyst is C(Cl)Cl.